From a dataset of Forward reaction prediction with 1.9M reactions from USPTO patents (1976-2016). Predict the product of the given reaction. (1) Given the reactants [OH:1][C@H:2]1[CH2:7][CH2:6][C@H:5]([N:8]2[C:13](=[O:14])[C:12]([CH2:15][C:16]3[CH:21]=[CH:20][C:19]([C:22]4[C:23]([C:28]#[N:29])=[CH:24][CH:25]=[CH:26][CH:27]=4)=[CH:18][CH:17]=3)=[C:11]([CH2:30][CH2:31][CH3:32])[N:10]3[N:33]=[CH:34][N:35]=[C:9]23)[CH2:4][CH2:3]1.Br[C:37]1[CH:42]=[CH:41][C:40](O)=[CH:39][CH:38]=1.C1(P(C2C=CC=CC=2)C2C=CC=CC=2)C=CC=CC=1.N(C(OC(C)C)=O)=NC([O:67][CH:68](C)[CH3:69])=O.Cl.C([Sn](CCCC)(C(OCC)=C)CCCCC)CCC.[F-].[K+], predict the reaction product. The product is: [C:68]([C:37]1[CH:42]=[CH:41][C:40]([O:1][C@@H:2]2[CH2:7][CH2:6][C@H:5]([N:8]3[C:13](=[O:14])[C:12]([CH2:15][C:16]4[CH:21]=[CH:20][C:19]([C:22]5[C:23]([C:28]#[N:29])=[CH:24][CH:25]=[CH:26][CH:27]=5)=[CH:18][CH:17]=4)=[C:11]([CH2:30][CH2:31][CH3:32])[N:10]4[N:33]=[CH:34][N:35]=[C:9]34)[CH2:4][CH2:3]2)=[CH:39][CH:38]=1)(=[O:67])[CH3:69]. (2) Given the reactants C[O-].[Na+].[Cl:4][C:5]1[CH:6]=[CH:7][C:8]([C:11]2[N:15]([C:16]3[CH:17]=[N:18][CH:19]=[CH:20][CH:21]=3)[N:14]=[C:13]([C:22]([O:24]CC)=[O:23])[CH:12]=2)=[N:9][CH:10]=1.Cl.C(Cl)(Cl)Cl, predict the reaction product. The product is: [Cl:4][C:5]1[CH:6]=[CH:7][C:8]([C:11]2[N:15]([C:16]3[CH:17]=[N:18][CH:19]=[CH:20][CH:21]=3)[N:14]=[C:13]([C:22]([OH:24])=[O:23])[CH:12]=2)=[N:9][CH:10]=1. (3) Given the reactants [CH3:1][C:2]1[CH:7]=[CH:6][CH:5]=[CH:4][C:3]=1[C:8](=O)[CH3:9].[C:11]([O:15][CH2:16][CH3:17])(=[O:14])[NH:12][NH2:13].O.C1(C)C=CC(S(O)(=O)=O)=CC=1, predict the reaction product. The product is: [CH2:16]([O:15][C:11]([NH:12][N:13]=[C:8]([C:3]1[CH:4]=[CH:5][CH:6]=[CH:7][C:2]=1[CH3:1])[CH3:9])=[O:14])[CH3:17].